Dataset: Full USPTO retrosynthesis dataset with 1.9M reactions from patents (1976-2016). Task: Predict the reactants needed to synthesize the given product. (1) Given the product [CH:1]1([O:7][C:8]2[CH:13]=[C:12]([O:14][CH2:15][CH2:16][O:17][CH3:18])[CH:11]=[CH:10][C:9]=2/[CH:19]=[CH:20]/[C:21]([NH:43][S:40]([CH2:35][CH2:36][CH2:37][CH2:38][CH3:39])(=[O:42])=[O:41])=[O:23])[CH2:2][CH2:3][CH2:4][CH2:5][CH2:6]1, predict the reactants needed to synthesize it. The reactants are: [CH:1]1([O:7][C:8]2[CH:13]=[C:12]([O:14][CH2:15][CH2:16][O:17][CH3:18])[CH:11]=[CH:10][C:9]=2/[CH:19]=[CH:20]/[C:21]([OH:23])=O)[CH2:6][CH2:5][CH2:4][CH2:3][CH2:2]1.C1CCN2C(=NCCC2)CC1.[CH2:35]([S:40]([NH2:43])(=[O:42])=[O:41])[CH2:36][CH2:37][CH2:38][CH3:39].O. (2) Given the product [O:18]=[C:12]1[NH:13][C:14](=[O:17])[CH:15]=[CH:16][N:11]1[C@@H:4]1[O:5][C@H:6]([CH2:9][O:10][P:36]([NH:47][C@@H:48]([CH3:55])[C:49]([O:75][CH2:76][C:27]([CH3:32])([CH3:28])[CH3:26])=[O:51])([O:37][C:38]2[CH:43]=[CH:42][CH:41]=[CH:40][CH:39]=2)=[O:44])[C@@H:7]([OH:8])[C@@:3]1([C:1]#[CH:2])[OH:19], predict the reactants needed to synthesize it. The reactants are: [C:1]([C@@:3]1([OH:19])[C@H:7]([OH:8])[C@@H:6]([CH2:9][OH:10])[O:5][C@H:4]1[N:11]1[CH:16]=[CH:15][C:14](=[O:17])[NH:13][C:12]1=[O:18])#[CH:2].CN(C1[C:28]2C(N(C)C)=CC=[CH:32][C:27]=2[CH:26]=CC=1)C.[P:36](Cl)(Cl)(=[O:44])[O:37][C:38]1[CH:43]=[CH:42][CH:41]=[CH:40][CH:39]=1.[NH2:47][C@@H:48]([CH2:55]C1C=CC=CC=1)[C:49]([O:51]C(C)C)=O.C(N(CC)CC)C.P([O:75][CH3:76])(OC)(OC)=O. (3) Given the product [CH3:1][C:2]1[C:3]([NH2:4])=[C:5]([NH2:10])[CH:6]=[CH:7][C:8]=1[CH3:9], predict the reactants needed to synthesize it. The reactants are: [CH3:1][C:2]1[C:8]([CH3:9])=[CH:7][CH:6]=[C:5]([N+:10]([O-])=O)[C:3]=1[NH2:4].C(O)C.[OH-].[Na+].